Dataset: Full USPTO retrosynthesis dataset with 1.9M reactions from patents (1976-2016). Task: Predict the reactants needed to synthesize the given product. (1) Given the product [Br:1][C:2]1[C:17]([CH3:18])=[CH:16][C:5]([O:6][C@@H:7]2[CH2:8][C@H:9]([N:11]([CH3:23])[S:12]([CH3:15])(=[O:14])=[O:13])[CH2:10]2)=[CH:4][C:3]=1[CH3:19], predict the reactants needed to synthesize it. The reactants are: [Br:1][C:2]1[C:17]([CH3:18])=[CH:16][C:5]([O:6][C@@H:7]2[CH2:10][C@H:9]([NH:11][S:12]([CH3:15])(=[O:14])=[O:13])[CH2:8]2)=[CH:4][C:3]=1[CH3:19].[H-].[Na+].I[CH3:23]. (2) Given the product [C:28]([O:14][C@@H:12]([CH3:13])[C@H:11]([NH:10][C:9]([O:8][CH2:1][C:2]1[CH:7]=[CH:6][CH:5]=[CH:4][CH:3]=1)=[O:27])[C:15]([NH:16][CH2:17][CH2:18][CH:19]([O:20][CH2:21][CH3:22])[O:23][CH2:24][CH3:25])=[O:26])(=[O:42])[CH2:29][CH2:30][CH2:31][CH2:32][CH2:33][CH2:34][CH2:35][CH2:36][CH2:37][CH2:38][CH2:39][CH2:40][CH3:41], predict the reactants needed to synthesize it. The reactants are: [CH2:1]([O:8][C:9](=[O:27])[NH:10][C@H:11]([C:15](=[O:26])[NH:16][CH2:17][CH2:18][CH:19]([O:23][CH2:24][CH3:25])[O:20][CH2:21][CH3:22])[C@@H:12]([OH:14])[CH3:13])[C:2]1[CH:7]=[CH:6][CH:5]=[CH:4][CH:3]=1.[C:28](O)(=[O:42])[CH2:29][CH2:30][CH2:31][CH2:32][CH2:33][CH2:34][CH2:35][CH2:36][CH2:37][CH2:38][CH2:39][CH2:40][CH3:41].C1(N=C=NC2CCCCC2)CCCCC1.CN(C1C=CC=CN=1)C. (3) Given the product [O:28]([C:23]1[CH:24]=[C:25]2[C:20](=[CH:21][CH:22]=1)[CH2:19][CH:18]([C:2]([C:3]1[O:4][C:5]([C:8]3[N:13]=[C:12]([C:14]([O:16][CH3:17])=[O:15])[CH:11]=[CH:10][CH:9]=3)=[CH:6][N:7]=1)=[O:1])[CH2:27][CH2:26]2)[C:29]1[CH:34]=[CH:33][CH:32]=[CH:31][CH:30]=1, predict the reactants needed to synthesize it. The reactants are: [OH:1][CH:2]([CH:18]1[CH2:27][CH2:26][C:25]2[C:20](=[CH:21][CH:22]=[C:23]([O:28][C:29]3[CH:34]=[CH:33][CH:32]=[CH:31][CH:30]=3)[CH:24]=2)[CH2:19]1)[C:3]1[O:4][C:5]([C:8]2[N:13]=[C:12]([C:14]([O:16][CH3:17])=[O:15])[CH:11]=[CH:10][CH:9]=2)=[CH:6][N:7]=1.CC(OI1(OC(C)=O)(OC(C)=O)OC(=O)C2C=CC=CC1=2)=O. (4) Given the product [OH:19][C:20]1[C:26]([C:27]([F:28])([F:29])[F:30])=[CH:25][CH:24]=[CH:23][C:21]=1[NH:22][C:15](=[O:17])[CH2:14][C:9]1[NH:10][C:11](=[O:13])[CH:12]=[C:7]([N:1]2[CH2:2][CH2:3][O:4][CH2:5][CH2:6]2)[N:8]=1, predict the reactants needed to synthesize it. The reactants are: [N:1]1([C:7]2[N:8]=[C:9]([CH2:14][C:15]([O-:17])=O)[NH:10][C:11](=[O:13])[CH:12]=2)[CH2:6][CH2:5][O:4][CH2:3][CH2:2]1.[Na+].[OH:19][C:20]1[C:26]([C:27]([F:30])([F:29])[F:28])=[CH:25][CH:24]=[CH:23][C:21]=1[NH2:22].Cl.CN(C)CCCN=C=NCC. (5) The reactants are: [F:1][C:2]1[CH:3]=[C:4]([CH:10]=[CH:11][C:12]=1[CH3:13])[C:5]([O:7][CH2:8][CH3:9])=[O:6].[Br:14]N1C(=O)CCC1=O.[C:22]1([P:28]([C:35]2[CH:40]=[CH:39][CH:38]=[CH:37][CH:36]=2)[C:29]2[CH:34]=[CH:33][CH:32]=[CH:31][CH:30]=2)[CH:27]=[CH:26][CH:25]=[CH:24][CH:23]=1. Given the product [Br-:14].[CH2:8]([O:7][C:5]([C:4]1[CH:10]=[CH:11][C:12]([CH2:13][P+:28]([C:29]2[CH:30]=[CH:31][CH:32]=[CH:33][CH:34]=2)([C:35]2[CH:40]=[CH:39][CH:38]=[CH:37][CH:36]=2)[C:22]2[CH:23]=[CH:24][CH:25]=[CH:26][CH:27]=2)=[C:2]([F:1])[CH:3]=1)=[O:6])[CH3:9], predict the reactants needed to synthesize it. (6) Given the product [C:1]([O:4][C@H:5]1[C@@H:10]([O:11][C:12](=[O:14])[CH3:13])[C@H:9]([O:15][C:16](=[O:18])[CH3:17])[C@@H:8]([CH2:19][O:20][C:21](=[O:23])[CH3:22])[O:7][C@@H:6]1[O:24][C:25]1[CH:26]=[CH:27][C:28]([C:31]2[CH:32]=[CH:33][C:34]([C:37]3[NH:45][N:44]=[N:43][N:38]=3)=[CH:35][CH:36]=2)=[CH:29][CH:30]=1)(=[O:3])[CH3:2], predict the reactants needed to synthesize it. The reactants are: [C:1]([O:4][C@H:5]1[C@@H:10]([O:11][C:12](=[O:14])[CH3:13])[C@H:9]([O:15][C:16](=[O:18])[CH3:17])[C@@H:8]([CH2:19][O:20][C:21](=[O:23])[CH3:22])[O:7][C@@H:6]1[O:24][C:25]1[CH:30]=[CH:29][C:28]([C:31]2[CH:36]=[CH:35][C:34]([C:37]#[N:38])=[CH:33][CH:32]=2)=[CH:27][CH:26]=1)(=[O:3])[CH3:2].C[Si]([N:43]=[N+:44]=[N-:45])(C)C.C([Sn](=O)CCCC)CCC.